This data is from Reaction yield outcomes from USPTO patents with 853,638 reactions. The task is: Predict the reaction yield, written as a fraction of the theoretical maximum amount of product (1.0 means a 100% yield; for example, 0.34 means a 34% yield). (1) The reactants are [OH:1][C:2]1[CH:11]=[C:10]2[C:5]([CH2:6][CH2:7][C:8](=[O:12])[NH:9]2)=[CH:4][CH:3]=1.Br[CH2:14][CH2:15][CH2:16][CH2:17]Br.[OH-:19].[K+].[OH-:21].[Na+]. The catalyst is C(O)CC.O. The product is [NH:9]1[C:10]2[C:5](=[CH:4][CH:3]=[C:2]([O:1][CH2:14][CH2:15][CH2:16][CH2:17][O:19][C:2]3[CH:11]=[C:10]4[C:5]([CH2:6][CH2:7][C:8](=[O:21])[NH:9]4)=[CH:4][CH:3]=3)[CH:11]=2)[CH2:6][CH2:7][C:8]1=[O:12]. The yield is 0.995. (2) The reactants are [ClH:1].[NH:2](C(OC(C)(C)C)=O)[C@H:3]([C:8]([NH:10][C@H:11]([C:16]([O:18][CH3:19])=[O:17])[CH2:12][CH:13]([CH3:15])[CH3:14])=[O:9])[CH2:4][CH:5]([CH3:7])[CH3:6].C(OCC)(=O)C. The catalyst is COC(C)(C)C. The product is [NH2:2][C@H:3]([C:8]([NH:10][C@H:11]([C:16]([O:18][CH3:19])=[O:17])[CH2:12][CH:13]([CH3:14])[CH3:15])=[O:9])[CH2:4][CH:5]([CH3:6])[CH3:7].[ClH:1]. The yield is 0.957.